This data is from Forward reaction prediction with 1.9M reactions from USPTO patents (1976-2016). The task is: Predict the product of the given reaction. (1) Given the reactants Cl.[Si]([O:9][C@H:10]1[CH2:14][CH2:13][N:12]([CH2:15][C:16]2[CH:17]=[C:18]3[C:23](=[N:24][C:25]=2[CH:26](OC)[O:27]C)[N:22]([C:31]([NH:33][C:34]2[CH:39]=[C:38]([NH:40][CH2:41][CH2:42][O:43][CH3:44])[C:37]([C:45]#[N:46])=[CH:36][N:35]=2)=[O:32])[CH2:21][CH2:20][CH2:19]3)[C:11]1=[O:47])(C(C)(C)C)(C)C.C([O-])(O)=O.[Na+].CCOC(C)=O, predict the reaction product. The product is: [C:45]([C:37]1[C:38]([NH:40][CH2:41][CH2:42][O:43][CH3:44])=[CH:39][C:34]([NH:33][C:31]([N:22]2[C:23]3[C:18](=[CH:17][C:16]([CH2:15][N:12]4[CH2:13][CH2:14][C@H:10]([OH:9])[C:11]4=[O:47])=[C:25]([CH:26]=[O:27])[N:24]=3)[CH2:19][CH2:20][CH2:21]2)=[O:32])=[N:35][CH:36]=1)#[N:46]. (2) Given the reactants [CH3:1][O:2][CH2:3][CH2:4][O:5][CH2:6][CH2:7][N:8]1[C:20]2[CH:19]=[CH:18][C:17]([CH:21]=O)=[CH:16][C:15]=2[C:14]2[C:9]1=[CH:10][CH:11]=[CH:12][CH:13]=2.[Cl-:23].[OH:24][CH2:25][CH2:26][N+:27]1[C:36]2[C:31](=[CH:32][CH:33]=[CH:34][CH:35]=2)[C:30]([CH3:37])=[CH:29][CH:28]=1.N1CCCCC1, predict the reaction product. The product is: [Cl-:23].[OH:24][CH2:25][CH2:26][N+:27]1[C:36]2[C:31](=[CH:32][CH:33]=[CH:34][CH:35]=2)[C:30](/[CH:37]=[CH:21]/[C:17]2[CH:18]=[CH:19][C:20]3[N:8]([CH2:7][CH2:6][O:5][CH2:4][CH2:3][O:2][CH3:1])[C:9]4[C:14]([C:15]=3[CH:16]=2)=[CH:13][CH:12]=[CH:11][CH:10]=4)=[CH:29][CH:28]=1.